Task: Predict the product of the given reaction.. Dataset: Forward reaction prediction with 1.9M reactions from USPTO patents (1976-2016) (1) The product is: [CH2:34]([N:41]1[CH2:45][C@H:44]2[C@H:46]([NH:49][C:8](=[O:10])[C@H:7]([C:1]3[CH:2]=[CH:3][CH:4]=[CH:5][CH:6]=3)[CH2:11][CH3:12])[CH2:47][CH2:48][C@H:43]2[CH2:42]1)[C:35]1[CH:36]=[CH:37][CH:38]=[CH:39][CH:40]=1. Given the reactants [C:1]1([C@H:7]([CH2:11][CH3:12])[C:8]([OH:10])=O)[CH:6]=[CH:5][CH:4]=[CH:3][CH:2]=1.ON1C2C=CC=CC=2N=N1.CN(C)CCCN=C=NCC.[CH2:34]([N:41]1[CH2:45][C@H:44]2[C@H:46]([NH2:49])[CH2:47][CH2:48][C@H:43]2[CH2:42]1)[C:35]1[CH:40]=[CH:39][CH:38]=[CH:37][CH:36]=1, predict the reaction product. (2) The product is: [F:8][C:5]1[CH:6]=[CH:7][C:2]([NH:1][S:15]([C:12]2[CH:13]=[CH:14][C:9]([CH3:19])=[CH:10][CH:11]=2)(=[O:17])=[O:16])=[N:3][CH:4]=1. Given the reactants [NH2:1][C:2]1[CH:7]=[CH:6][C:5]([F:8])=[CH:4][N:3]=1.[C:9]1([CH3:19])[CH:14]=[CH:13][C:12]([S:15](Cl)(=[O:17])=[O:16])=[CH:11][CH:10]=1, predict the reaction product. (3) Given the reactants Cl.F[C:3]1[C:8]([CH3:9])=[C:7]([I:10])[CH:6]=[CH:5][N:4]=1.[OH2:11], predict the reaction product. The product is: [I:10][C:7]1[CH:6]=[CH:5][NH:4][C:3](=[O:11])[C:8]=1[CH3:9]. (4) Given the reactants C[O:2][C:3](=O)[C:4]1[CH:9]=[CH:8][CH:7]=[C:6]([CH2:10][NH:11][C:12]2[CH:13]=[N:14][CH:15]=[C:16]([C:18]3[CH:23]=[CH:22][CH:21]=[C:20]([OH:24])[CH:19]=3)[CH:17]=2)[CH:5]=1.[NH3:26], predict the reaction product. The product is: [OH:24][C:20]1[CH:19]=[C:18]([C:16]2[CH:17]=[C:12]([NH:11][CH2:10][C:6]3[CH:5]=[C:4]([CH:9]=[CH:8][CH:7]=3)[C:3]([NH2:26])=[O:2])[CH:13]=[N:14][CH:15]=2)[CH:23]=[CH:22][CH:21]=1. (5) Given the reactants [Br:1][C:2]1[N:3]=[C:4]2[C:10]([C:11]([OH:13])=O)=[CH:9][NH:8][C:5]2=[N:6][CH:7]=1.[C:14]([NH2:18])([CH3:17])([CH3:16])[CH3:15].CN(C(ON1N=NC2C=CC=NC1=2)=[N+](C)C)C.F[P-](F)(F)(F)(F)F, predict the reaction product. The product is: [Br:1][C:2]1[N:3]=[C:4]2[C:10]([C:11]([NH:18][C:14]([CH3:17])([CH3:16])[CH3:15])=[O:13])=[CH:9][NH:8][C:5]2=[N:6][CH:7]=1. (6) Given the reactants Cl[C:2]1[C:11]2[C:6](=[CH:7][CH:8]=[CH:9][C:10]=2[O:12][CH:13]2[CH2:18][CH2:17][N:16]([CH3:19])[CH2:15][CH2:14]2)[N:5]=[CH:4][N:3]=1.[NH2:20][C:21]1[CH:22]=[C:23]2[C:27](=[CH:28][CH:29]=1)[NH:26][CH:25]=[CH:24]2, predict the reaction product. The product is: [NH:26]1[C:27]2[C:23](=[CH:22][C:21]([NH:20][C:2]3[C:11]4[C:6](=[CH:7][CH:8]=[CH:9][C:10]=4[O:12][CH:13]4[CH2:18][CH2:17][N:16]([CH3:19])[CH2:15][CH2:14]4)[N:5]=[CH:4][N:3]=3)=[CH:29][CH:28]=2)[CH:24]=[CH:25]1. (7) Given the reactants [NH2:1][C:2]1[C:11]2[C:6](=[CH:7][CH:8]=[CH:9][CH:10]=2)[CH:5]=[CH:4][C:3]=1[C:12]([OH:21])([C:17]([F:20])([F:19])[F:18])[C:13]([F:16])([F:15])[F:14].[Cl:22][C:23]1[CH:28]=[CH:27][C:26]([N:29]=[C:30]=[O:31])=[CH:25][CH:24]=1, predict the reaction product. The product is: [Cl:22][C:23]1[CH:28]=[CH:27][C:26]([NH:29][C:30]([NH:1][C:2]2[C:11]3[C:6](=[CH:7][CH:8]=[CH:9][CH:10]=3)[CH:5]=[CH:4][C:3]=2[C:12]([OH:21])([C:13]([F:14])([F:15])[F:16])[C:17]([F:18])([F:19])[F:20])=[O:31])=[CH:25][CH:24]=1. (8) The product is: [C:1]([C:5]1[S:9]/[C:8](=[N:10]\[C:11]([C:12]2[CH:17]=[C:16]([C:18]([F:20])([F:21])[F:19])[CH:15]=[CH:14][C:13]=2[NH:31][NH:30][C:32]([O:34][C:35]([CH3:38])([CH3:37])[CH3:36])=[O:33])=[O:23])/[N:7]([CH2:24][C@H:25]2[CH2:29][CH2:28][CH2:27][O:26]2)[CH:6]=1)([CH3:3])([CH3:4])[CH3:2]. Given the reactants [C:1]([C:5]1[S:9]/[C:8](=[N:10]\[C:11](=[O:23])[C:12]2[CH:17]=[C:16]([C:18]([F:21])([F:20])[F:19])[CH:15]=[CH:14][C:13]=2F)/[N:7]([CH2:24][C@H:25]2[CH2:29][CH2:28][CH2:27][O:26]2)[CH:6]=1)([CH3:4])([CH3:3])[CH3:2].[NH:30]([C:32]([O:34][C:35]([CH3:38])([CH3:37])[CH3:36])=[O:33])[NH2:31].C(=O)([O-])[O-].[K+].[K+], predict the reaction product. (9) Given the reactants [NH:1]1[C:5]2[CH:6]=[CH:7][CH:8]=[CH:9][C:4]=2[N:3]=[C:2]1[CH:10]([NH:20][C:21]([NH:23][CH2:24][C:25]1C=CC=C[C:26]=1OC)=[O:22])[CH2:11][C:12]1[CH:17]=[CH:16][C:15]([O:18][CH3:19])=[CH:14][CH:13]=1.[CH3:33][C:34]1[S:35]C=C(CN)[N:38]=1.C(O)(C(F)(F)F)=O, predict the reaction product. The product is: [NH:3]1[C:4]2[CH:9]=[CH:8][CH:7]=[CH:6][C:5]=2[N:1]=[C:2]1[CH:10]([NH:20][C:21]([NH:23][CH2:24][C:25]1[N:38]=[C:34]([CH3:33])[S:35][CH:26]=1)=[O:22])[CH2:11][C:12]1[CH:13]=[CH:14][C:15]([O:18][CH3:19])=[CH:16][CH:17]=1. (10) The product is: [CH3:53][O:52][C:49]1[CH:50]=[CH:51][C:46]([CH:37]([C:38]2[CH:43]=[CH:42][C:41]([O:44][CH3:45])=[CH:40][CH:39]=2)[O:36][CH:35]([C:54]2[CH:55]=[CH:56][CH:57]=[CH:58][CH:59]=2)[CH:30]2[N:29]([C:27](=[O:28])[CH2:26][CH2:25][CH2:24][CH2:23][CH2:22][NH:21][C:20]([O:19][CH:16]3[CH2:15][C:14]4[C:2]([CH3:1])([CH:3]5[CH:11]([CH2:12][CH:13]=4)[CH:10]4[C:6]([CH3:69])([CH:7]([CH2:61][CH2:62][CH2:63][CH2:64][CH2:65][CH2:66][CH2:67][CH3:68])[CH2:8][CH2:9]4)[CH2:5][CH2:4]5)[CH2:18][CH2:17]3)=[O:60])[CH2:33][CH:32]([O:34][C:108](=[O:114])[CH2:109][CH2:110][C:111]([OH:113])=[O:112])[CH2:31]2)=[CH:47][CH:48]=1. Given the reactants [CH3:1][C:2]12[CH2:18][CH2:17][CH:16]([O:19][C:20](=[O:60])[NH:21][CH2:22][CH2:23][CH2:24][CH2:25][CH2:26][C:27]([N:29]3[CH2:33][CH:32]([OH:34])[CH2:31][CH:30]3[CH:35]([C:54]3[CH:59]=[CH:58][CH:57]=[CH:56][CH:55]=3)[O:36][CH:37]([C:46]3[CH:51]=[CH:50][C:49]([O:52][CH3:53])=[CH:48][CH:47]=3)[C:38]3[CH:43]=[CH:42][C:41]([O:44][CH3:45])=[CH:40][CH:39]=3)=[O:28])[CH2:15][C:14]1=[CH:13][CH2:12][CH:11]1[CH:3]2[CH2:4][CH2:5][C:6]2([CH3:69])[CH:10]1[CH2:9][CH2:8][CH:7]2[CH2:61][CH2:62][CH2:63][CH2:64][CH2:65][CH2:66][CH2:67][CH3:68].P(OC[C@@H]1CC(O)CN1)(O[C@H]1CC[C@@]2(C)C(=CC[C@@H]3[C@@H]2CC[C@@]2(C)[C@H]3CC[C@@H]2[C@H](C)CCCC(C)C)C1)N.[C:108]1(=[O:114])[O:113][C:111](=[O:112])[CH2:110][CH2:109]1.C(N(CC)CC)C, predict the reaction product.